Dataset: Reaction yield outcomes from USPTO patents with 853,638 reactions. Task: Predict the reaction yield, written as a fraction of the theoretical maximum amount of product (1.0 means a 100% yield; for example, 0.34 means a 34% yield). The reactants are [Cl:1][C:2]1[N:7]=[CH:6][C:5](B(O)O)=[CH:4][CH:3]=1.C(O)C.C([O-])([O-])=O.[K+].[K+].[C:20]([O:24][C:25](=[O:34])[N:26]([C:28]1[S:32][C:31](Br)=[N:30][CH:29]=1)[CH3:27])([CH3:23])([CH3:22])[CH3:21]. The catalyst is C1(C)C=CC=CC=1.C(OCC)(=O)C.C1C=CC([P]([Pd]([P](C2C=CC=CC=2)(C2C=CC=CC=2)C2C=CC=CC=2)([P](C2C=CC=CC=2)(C2C=CC=CC=2)C2C=CC=CC=2)[P](C2C=CC=CC=2)(C2C=CC=CC=2)C2C=CC=CC=2)(C2C=CC=CC=2)C2C=CC=CC=2)=CC=1. The product is [C:20]([O:24][C:25](=[O:34])[N:26]([C:28]1[S:32][C:31]([C:5]2[CH:6]=[N:7][C:2]([Cl:1])=[CH:3][CH:4]=2)=[N:30][CH:29]=1)[CH3:27])([CH3:23])([CH3:21])[CH3:22]. The yield is 0.830.